This data is from Full USPTO retrosynthesis dataset with 1.9M reactions from patents (1976-2016). The task is: Predict the reactants needed to synthesize the given product. (1) Given the product [CH2:15]([N:11]1[C:10](=[O:22])[N:9]([CH3:23])[C:8]2[CH:24]=[CH:25][C:5]([C:3]([OH:4])=[O:2])=[CH:6][C:7]=2[S:12]1(=[O:14])=[O:13])[C:16]1[CH:17]=[CH:18][CH:19]=[CH:20][CH:21]=1, predict the reactants needed to synthesize it. The reactants are: C[O:2][C:3]([C:5]1[CH:25]=[CH:24][C:8]2[N:9]([CH3:23])[C:10](=[O:22])[N:11]([CH2:15][C:16]3[CH:21]=[CH:20][CH:19]=[CH:18][CH:17]=3)[S:12](=[O:14])(=[O:13])[C:7]=2[CH:6]=1)=[O:4].[OH-].[Na+]. (2) Given the product [Cl:22][C:19]1[CH:20]=[CH:21][C:16]([O:15][C:5]([CH3:14])([CH2:6][C:7]2[CH:8]=[CH:9][C:10]([O:13][CH2:42][CH2:41][C:26]3[N:27]=[C:28]([C:30]4[CH:35]=[CH:34][CH:33]=[C:32]([C:36]5[S:37][CH:38]=[CH:39][CH:40]=5)[CH:31]=4)[O:29][C:25]=3[CH3:24])=[CH:11][CH:12]=2)[C:4]([OH:3])=[O:23])=[CH:17][CH:18]=1, predict the reactants needed to synthesize it. The reactants are: C([O:3][C:4](=[O:23])[C:5]([O:15][C:16]1[CH:21]=[CH:20][C:19]([Cl:22])=[CH:18][CH:17]=1)([CH3:14])[CH2:6][C:7]1[CH:12]=[CH:11][C:10]([OH:13])=[CH:9][CH:8]=1)C.[CH3:24][C:25]1[O:29][C:28]([C:30]2[CH:35]=[CH:34][CH:33]=[C:32]([C:36]3[S:37][CH:38]=[CH:39][CH:40]=3)[CH:31]=2)=[N:27][C:26]=1[CH2:41][CH2:42]OS(C1C=CC(C)=CC=1)(=O)=O.C([O-])([O-])=O.[K+].[K+].[OH-].[Na+]. (3) Given the product [N:15]1([C:2]2[C:11]([C:12]#[N:13])=[CH:10][C:9]3[C:8](=[O:14])[CH2:7][CH2:6][CH2:5][C:4]=3[N:3]=2)[CH2:21][CH2:20][CH2:19][CH2:18][CH2:17][CH2:16]1, predict the reactants needed to synthesize it. The reactants are: Cl[C:2]1[C:11]([C:12]#[N:13])=[CH:10][C:9]2[C:8](=[O:14])[CH2:7][CH2:6][CH2:5][C:4]=2[N:3]=1.[NH:15]1[CH2:21][CH2:20][CH2:19][CH2:18][CH2:17][CH2:16]1.C(N(CC)CC)C.O. (4) Given the product [F:34][C:35]([F:40])([F:39])[C:36]([OH:38])=[O:37].[CH3:33][O:32][C:30](=[O:31])[CH2:29][N:17]1[C:16]2[N:15]=[C:14]([N:11]3[CH2:12][CH2:13][NH:8][CH2:9][CH2:10]3)[N:22]([CH2:23][C:24]#[C:25][CH3:26])[C:21]=2[C:20](=[O:27])[NH:19][C:18]1=[O:28], predict the reactants needed to synthesize it. The reactants are: C(OC([N:8]1[CH2:13][CH2:12][N:11]([C:14]2[N:22]([CH2:23][C:24]#[C:25][CH3:26])[C:21]3[C:20](=[O:27])[NH:19][C:18](=[O:28])[N:17]([CH2:29][C:30]([O:32][CH3:33])=[O:31])[C:16]=3[N:15]=2)[CH2:10][CH2:9]1)=O)(C)(C)C.[F:34][C:35]([F:40])([F:39])[C:36]([OH:38])=[O:37]. (5) Given the product [Br:1][C:2]1[C:3]([O:20][CH2:21][CH3:22])=[N:4][CH:5]=[C:6]([S:8]([N:11]2[CH2:16][CH2:15][N:14]([CH2:17][CH3:18])[CH2:13][CH2:12]2)(=[O:10])=[O:9])[CH:7]=1, predict the reactants needed to synthesize it. The reactants are: [Br:1][C:2]1[C:3](Cl)=[N:4][CH:5]=[C:6]([S:8]([N:11]2[CH2:16][CH2:15][N:14]([CH2:17][CH3:18])[CH2:13][CH2:12]2)(=[O:10])=[O:9])[CH:7]=1.[O-:20][CH2:21][CH3:22].[Na+].